From a dataset of Catalyst prediction with 721,799 reactions and 888 catalyst types from USPTO. Predict which catalyst facilitates the given reaction. (1) Reactant: [F:1][C:2]1[CH:26]=[CH:25][C:5]([CH2:6][NH:7][C:8](=[O:24])[C:9]2[CH:14]=[CH:13][CH:12]=[C:11]([C:15](=[O:23])CC3C=CC=CC=3)[N:10]=2)=[CH:4][CH:3]=1.[OH-:27].[K+].Cl. Product: [F:1][C:2]1[CH:3]=[CH:4][C:5]([CH2:6][NH:7][C:8]([C:9]2[N:10]=[C:11]([C:15]([OH:23])=[O:27])[CH:12]=[CH:13][CH:14]=2)=[O:24])=[CH:25][CH:26]=1. The catalyst class is: 5. (2) Product: [Cl:1][C:2]1[CH:7]=[C:6]([CH2:8][C:9]2[C:14](=[O:15])[N:13]([C:35]3[CH:36]=[CH:37][C:32]([O:31][CH:28]([CH3:30])[CH3:29])=[CH:33][CH:34]=3)[C:12]([CH3:16])=[N:11][C:10]=2[CH2:17][CH2:18][CH3:19])[CH:5]=[CH:4][C:3]=1[C:20]1[CH:25]=[CH:24][CH:23]=[CH:22][C:21]=1[C:26]1[NH:43][C:54](=[O:56])[O:57][N:27]=1. Reactant: [Cl:1][C:2]1[CH:7]=[C:6]([CH2:8][C:9]2[C:14](=[O:15])[NH:13][C:12]([CH3:16])=[N:11][C:10]=2[CH2:17][CH2:18][CH3:19])[CH:5]=[CH:4][C:3]=1[C:20]1[C:21]([C:26]#[N:27])=[CH:22][CH:23]=[CH:24][CH:25]=1.[CH:28]([O:31][C:32]1[CH:37]=[CH:36][C:35](B(O)O)=[CH:34][CH:33]=1)([CH3:30])[CH3:29].C([N:43](CC)CC)C.N1C=CC=CC=1.[C:54]([O:57]CC)(=[O:56])C. The catalyst class is: 221. (3) Reactant: [C:1]([C:5]1[N:6]=[C:7]([NH:10][C:11]([C:13]2[CH:35]=[CH:34][C:16]([O:17][C:18]3[CH:27]=[C:26]4[C:21]([CH:22]([C:28]([O:30]CC)=[O:29])[CH2:23][CH2:24][O:25]4)=[CH:20][C:19]=3[Cl:33])=[CH:15][CH:14]=2)=[O:12])[S:8][CH:9]=1)([CH3:4])([CH3:3])[CH3:2].C1COCC1.C(O)C.[OH-].[Na+].Cl. Product: [C:1]([C:5]1[N:6]=[C:7]([NH:10][C:11]([C:13]2[CH:14]=[CH:15][C:16]([O:17][C:18]3[CH:27]=[C:26]4[C:21]([CH:22]([C:28]([OH:30])=[O:29])[CH2:23][CH2:24][O:25]4)=[CH:20][C:19]=3[Cl:33])=[CH:34][CH:35]=2)=[O:12])[S:8][CH:9]=1)([CH3:4])([CH3:2])[CH3:3]. The catalyst class is: 13.